This data is from Reaction yield outcomes from USPTO patents with 853,638 reactions. The task is: Predict the reaction yield, written as a fraction of the theoretical maximum amount of product (1.0 means a 100% yield; for example, 0.34 means a 34% yield). (1) The reactants are [CH3:1][N:2]([C:10]1[C:19]2[C:14](=[CH:15][CH:16]=[CH:17][CH:18]=2)[N:13]=[C:12]([CH3:20])[N:11]=1)[C:3]1[CH:8]=[CH:7][C:6]([NH2:9])=[CH:5][CH:4]=1.CCN(CC)CC.[CH3:28][S:29](Cl)(=[O:31])=[O:30]. The catalyst is C(Cl)Cl. The product is [CH3:1][N:2]([C:10]1[C:19]2[C:14](=[CH:15][CH:16]=[CH:17][CH:18]=2)[N:13]=[C:12]([CH3:20])[N:11]=1)[C:3]1[CH:4]=[CH:5][C:6]([NH:9][S:29]([CH3:28])(=[O:31])=[O:30])=[CH:7][CH:8]=1. The yield is 0.150. (2) The reactants are [F:1][CH:2]([F:8])[C:3](OCC)=[O:4].[CH3:9][CH2:10][O:11][C:12]1[CH:17]=[C:16]([C:18]([CH3:20])=[O:19])[CH:15]=[CH:14][CH:13]=1. No catalyst specified. The product is [CH2:10]([O:11][C:12]1[CH:17]=[C:16]([C:18](=[O:19])[CH2:20][C:3](=[O:4])[CH:2]([F:8])[F:1])[CH:15]=[CH:14][CH:13]=1)[CH3:9]. The yield is 1.12.